From a dataset of Peptide-MHC class II binding affinity with 134,281 pairs from IEDB. Regression. Given a peptide amino acid sequence and an MHC pseudo amino acid sequence, predict their binding affinity value. This is MHC class II binding data. (1) The peptide sequence is VGADEDDIKATYDKG. The MHC is HLA-DQA10102-DQB10602 with pseudo-sequence HLA-DQA10102-DQB10602. The binding affinity (normalized) is 0.119. (2) The peptide sequence is SQDLELSWNLNWLQAY. The MHC is DRB1_0401 with pseudo-sequence DRB1_0401. The binding affinity (normalized) is 0.537. (3) The peptide sequence is ALGAQKEAISPPDAA. The MHC is DRB4_0101 with pseudo-sequence DRB4_0103. The binding affinity (normalized) is 0.0563. (4) The peptide sequence is ELKESWGAIWRIDTP. The MHC is HLA-DQA10102-DQB10602 with pseudo-sequence HLA-DQA10102-DQB10602. The binding affinity (normalized) is 0.387.